The task is: Predict the reaction yield, written as a fraction of the theoretical maximum amount of product (1.0 means a 100% yield; for example, 0.34 means a 34% yield).. This data is from Reaction yield outcomes from USPTO patents with 853,638 reactions. (1) The reactants are [CH2:1]([NH:3][C:4]([NH:6][C:7]1[CH:12]=[CH:11][C:10](NC2N=C(N[C:10]3[CH:11]=[CH:12][C:7]([NH:6][C:4]([NH:3][CH2:1][CH3:2])=[O:5])=[CH:8][CH:9]=3)C(F)=CN=2)=[CH:9][CH:8]=1)=[O:5])[CH3:2].[NH2:34]C1C=CC=C(N)C=1.C(N=C=O)C.C(=O)([O-])[O-].[K+].[K+]. No catalyst specified. The product is [CH2:1]([NH:3][C:4]([NH:6][C:7]1[CH:12]=[C:11]([CH:10]=[CH:9][CH:8]=1)[NH2:34])=[O:5])[CH3:2]. The yield is 0.830. (2) The reactants are N[C:2]1[N:3]([C:13]2[C:22]3[C:17](=[CH:18][CH:19]=[CH:20][CH:21]=3)[C:16]([CH:23]3[CH2:25][CH2:24]3)=[CH:15][CH:14]=2)[C:4]([S:7][CH2:8][CH2:9][C:10]([O-:12])=[O:11])=[N:5][N:6]=1.N([O-])=O.[Na+].Cl[CH:31](Cl)[C:32](O)=O.O.C(Br)(Br)[Br:38]. The catalyst is [Br-].C([N+](CC)(CC)CC)C1C=CC=CC=1.ClCCl. The product is [Br:38][C:2]1[N:3]([C:13]2[C:22]3[C:17](=[CH:18][CH:19]=[CH:20][CH:21]=3)[C:16]([CH:23]3[CH2:24][CH2:25]3)=[CH:15][CH:14]=2)[C:4]([S:7][CH2:8][CH2:9][C:10]([O:12][CH2:31][CH3:32])=[O:11])=[N:5][N:6]=1. The yield is 0.476. (3) The reactants are I[C:2]1[S:6][C:5]([C:7]2[CH:8]=[C:9]3[C:13](=[CH:14][CH:15]=2)[C:12](=[O:16])[N:11]([CH3:17])[CH:10]3[CH3:18])=[CH:4][CH:3]=1.[NH2:19][C:20]1[CH:21]=[N:22][CH:23]=[C:24](B2OC(C)(C)C(C)(C)O2)[CH:25]=1. No catalyst specified. The product is [NH2:19][C:20]1[CH:25]=[C:24]([C:2]2[S:6][C:5]([C:7]3[CH:8]=[C:9]4[C:13](=[CH:14][CH:15]=3)[C:12](=[O:16])[N:11]([CH3:17])[CH:10]4[CH3:18])=[CH:4][CH:3]=2)[CH:23]=[N:22][CH:21]=1. The yield is 0.860.